From a dataset of Catalyst prediction with 721,799 reactions and 888 catalyst types from USPTO. Predict which catalyst facilitates the given reaction. (1) Reactant: C(OC([NH:8][CH2:9][C:10]([NH:12][CH2:13][CH2:14][C:15]([O:17][C:18]1[CH:19]=[CH:20][C:21]2[C:27]3[C:28]([O:36][CH3:37])=[C:29]([O:34][CH3:35])[C:30]([O:32][CH3:33])=[CH:31][C:26]=3[CH2:25][CH2:24][C@H:23]([NH:38][C:39](=[O:41])[CH3:40])[C:22]=2[CH:42]=1)=[O:16])=[O:11])=O)(C)(C)C.Cl. Product: [NH2:8][CH2:9][C:10]([NH:12][CH2:13][CH2:14][C:15]([O:17][C:18]1[CH:19]=[CH:20][C:21]2[C:27]3[C:28]([O:36][CH3:37])=[C:29]([O:34][CH3:35])[C:30]([O:32][CH3:33])=[CH:31][C:26]=3[CH2:25][CH2:24][C@H:23]([NH:38][C:39](=[O:41])[CH3:40])[C:22]=2[CH:42]=1)=[O:16])=[O:11]. The catalyst class is: 363. (2) Reactant: [Cl:1][C:2]1[S:6][C:5]([C:7](=[O:15])[CH2:8][CH2:9][C:10]([O:12][CH2:13][CH3:14])=[O:11])=[CH:4][CH:3]=1.[Br:16]Br.C(OCC)(=O)C.C(OCC)C. Product: [Br:16][CH:8]([C:7]([C:5]1[S:6][C:2]([Cl:1])=[CH:3][CH:4]=1)=[O:15])[CH2:9][C:10]([O:12][CH2:13][CH3:14])=[O:11]. The catalyst class is: 4.